From a dataset of Experimentally validated miRNA-target interactions with 360,000+ pairs, plus equal number of negative samples. Binary Classification. Given a miRNA mature sequence and a target amino acid sequence, predict their likelihood of interaction. The miRNA is hsa-miR-4760-3p with sequence AAAUUCAUGUUCAAUCUAAACC. The protein sequence of the target gene is MATEHVNGNGTEEPMDTTSAVIHSENFQTLLDAGLPQKVAEKLDEIYVAGLVAHSDLDERAIEALKEFNEDGALAVLQQFKDSDLSHVQNKSAFLCGVMKTYRQREKQGTKVADSSKGPDEAKIKALLERTGYTLDVTTGQRKYGGPPPDSVYSGQQPSVGTEIFVGKIPRDLFEDELVPLFEKAGPIWDLRLMMDPLTGLNRGYAFVTFCTKEAAQEAVKLYNNHEIRSGKHIGVCISVANNRLFVGSIPKSKTKEQILEEFSKVTEGLTDVILYHQPDDKKKNRGFCFLEYEDHKTAA.... Result: 0 (no interaction).